From a dataset of Full USPTO retrosynthesis dataset with 1.9M reactions from patents (1976-2016). Predict the reactants needed to synthesize the given product. Given the product [CH2:25]([C:32]1([NH:35][CH2:21][CH:20]([C:12]2[C:13]3[O:18][CH2:17][C:16](=[O:19])[NH:15][C:14]=3[C:9]([OH:8])=[CH:10][CH:11]=2)[OH:24])[CH2:34][CH2:33]1)[C:26]1[CH:31]=[CH:30][CH:29]=[CH:28][CH:27]=1, predict the reactants needed to synthesize it. The reactants are: C([O:8][C:9]1[C:14]2[NH:15][C:16](=[O:19])[CH2:17][O:18][C:13]=2[C:12]([C:20](=[O:24])[CH:21](O)O)=[CH:11][CH:10]=1)C1C=CC=CC=1.[CH2:25]([C:32]1([NH2:35])[CH2:34][CH2:33]1)[C:26]1[CH:31]=[CH:30][CH:29]=[CH:28][CH:27]=1.FC(F)(F)C([O-])=O.